From a dataset of Peptide-MHC class II binding affinity with 134,281 pairs from IEDB. Regression. Given a peptide amino acid sequence and an MHC pseudo amino acid sequence, predict their binding affinity value. This is MHC class II binding data. (1) The peptide sequence is KGILGFVFTLTVPSE. The MHC is DRB1_0901 with pseudo-sequence DRB1_0901. The binding affinity (normalized) is 0.649. (2) The peptide sequence is DPIYKRKVLELAAAL. The MHC is HLA-DPA10103-DPB10401 with pseudo-sequence HLA-DPA10103-DPB10401. The binding affinity (normalized) is 0.312. (3) The peptide sequence is YDKCLANVSTVLTGK. The MHC is DRB1_0101 with pseudo-sequence DRB1_0101. The binding affinity (normalized) is 0.795. (4) The binding affinity (normalized) is 0.310. The peptide sequence is MFFSTMKRPSREKQD. The MHC is DRB1_0901 with pseudo-sequence DRB1_0901. (5) The peptide sequence is VLMEWLKTRPILSPLTKGIL. The MHC is HLA-DQA10301-DQB10302 with pseudo-sequence HLA-DQA10301-DQB10302. The binding affinity (normalized) is 0.264. (6) The peptide sequence is GELAIVDKIDAAFKI. The MHC is DRB1_0701 with pseudo-sequence DRB1_0701. The binding affinity (normalized) is 0.731. (7) The peptide sequence is MGGLWKYLNAVSLCIHHHHHH. The MHC is HLA-DQA10501-DQB10302 with pseudo-sequence HLA-DQA10501-DQB10302. The binding affinity (normalized) is 0.